This data is from Catalyst prediction with 721,799 reactions and 888 catalyst types from USPTO. The task is: Predict which catalyst facilitates the given reaction. (1) Reactant: [CH3:1][C:2]1[CH:6]=[CH:5][O:4][C:3]=1[C:7]([OH:9])=O.CN(C(ON1N=NC2C=CC=NC1=2)=[N+](C)C)C.F[P-](F)(F)(F)(F)F.[NH2:34][C:35]1[CH:59]=[CH:58][C:38]([O:39][C:40]2[CH:45]=[CH:44][N:43]=[C:42]([C:46]3[N:47](C(OC(C)(C)C)=O)[CH:48]=[CH:49][CH:50]=3)[CH:41]=2)=[CH:37][CH:36]=1.C(N(CC)C(C)C)(C)C.FC(F)(F)C(O)=O. Product: [CH3:1][C:2]1[CH:6]=[CH:5][O:4][C:3]=1[C:7]([NH:34][C:35]1[CH:36]=[CH:37][C:38]([O:39][C:40]2[CH:45]=[CH:44][N:43]=[C:42]([C:46]3[NH:47][CH:48]=[CH:49][CH:50]=3)[CH:41]=2)=[CH:58][CH:59]=1)=[O:9]. The catalyst class is: 735. (2) Reactant: F[C:2]1[CH:3]=[N:4][CH:5]=[C:6]([F:10])[C:7]=1[CH:8]=O.[C:11]([O:15][CH3:16])(=[O:14])[CH2:12][SH:13].C(=O)([O-])[O-].[Cs+].[Cs+]. Product: [CH3:16][O:15][C:11]([C:12]1[S:13][C:2]2=[CH:3][N:4]=[CH:5][C:6]([F:10])=[C:7]2[CH:8]=1)=[O:14]. The catalyst class is: 1. (3) Reactant: [Br:1][C:2]1[CH:13]=[CH:12][C:5]([CH2:6][O:7][CH2:8][C@H:9]([OH:11])[CH3:10])=[CH:4][CH:3]=1.[H-].[Na+].[CH2:16](I)[CH3:17].[NH4+].[Cl-]. Product: [Br:1][C:2]1[CH:3]=[CH:4][C:5]([CH2:6][O:7][CH2:8][C@H:9]([O:11][CH2:16][CH3:17])[CH3:10])=[CH:12][CH:13]=1. The catalyst class is: 3. (4) Reactant: [Br:1][C:2]1[CH:3]=[C:4]2[C:9](=[CH:10][C:11]=1[F:12])[NH:8][C:7](=O)[CH2:6][CH2:5]2.COC1C=CC(P2(SP(C3C=CC(OC)=CC=3)(=S)S2)=[S:23])=CC=1. The catalyst class is: 11. Product: [Br:1][C:2]1[CH:3]=[C:4]2[C:9](=[CH:10][C:11]=1[F:12])[NH:8][C:7](=[S:23])[CH2:6][CH2:5]2. (5) Reactant: [F:1][C:2]1([F:26])[CH2:7][CH2:6][CH:5]([CH2:8][C:9]2[N:13]3[C:14]([CH3:20])=[CH:15][C:16]([C:18]#[N:19])=[CH:17][C:12]3=[N:11][C:10]=2[CH2:21][S:22]([CH3:25])(=[O:24])=[O:23])[CH2:4][CH2:3]1.[H-].[Na+].I[CH3:30].[Cl-].[NH4+]. Product: [F:26][C:2]1([F:1])[CH2:7][CH2:6][CH:5]([CH2:8][C:9]2[N:13]3[C:14]([CH3:20])=[CH:15][C:16]([C:18]#[N:19])=[CH:17][C:12]3=[N:11][C:10]=2[CH:21]([S:22]([CH3:25])(=[O:23])=[O:24])[CH3:30])[CH2:4][CH2:3]1. The catalyst class is: 1.